From a dataset of Retrosynthesis with 50K atom-mapped reactions and 10 reaction types from USPTO. Predict the reactants needed to synthesize the given product. (1) The reactants are: CCCCN(C)C(=O)CS(=O)(=O)CCI.CNCCOc1ccc(C2=C(c3ccccc3)CCCc3cc(OC4CCCCO4)ccc32)cc1. Given the product CCCCN(C)C(=O)CS(=O)(=O)CCN(C)CCOc1ccc(C2=C(c3ccccc3)CCCc3cc(OC4CCCCO4)ccc32)cc1, predict the reactants needed to synthesize it. (2) Given the product CCN(CCCc1ccc(Cl)cc1)c1ccc(C(=O)O)cc1, predict the reactants needed to synthesize it. The reactants are: CCOC(=O)c1ccc(N(CC)CCCc2ccc(Cl)cc2)cc1.